From a dataset of Aqueous solubility values for 9,982 compounds from the AqSolDB database. Regression/Classification. Given a drug SMILES string, predict its absorption, distribution, metabolism, or excretion properties. Task type varies by dataset: regression for continuous measurements (e.g., permeability, clearance, half-life) or binary classification for categorical outcomes (e.g., BBB penetration, CYP inhibition). For this dataset (solubility_aqsoldb), we predict Y. (1) The drug is CC(C)=CC1C(C(=O)OCN2C(=O)C3=C(CCCC3)C2=O)C1(C)C. The Y is -5.26 log mol/L. (2) The drug is C=C(C)[C@H]1[C@@H]2C(=O)O[C@H]1[C@@H](O)[C@]1(C)[C@@]2(O)[C@H]2O[C@H]2[C@]12CO2. The Y is -1.19 log mol/L.